This data is from Forward reaction prediction with 1.9M reactions from USPTO patents (1976-2016). The task is: Predict the product of the given reaction. (1) Given the reactants [C:1](Cl)(=O)[C:2]([Cl:4])=[O:3].[F:7][C:8]1[CH:13]=[CH:12][C:11]([C@@H:14]2[CH2:19][C:18](=[O:20])[NH:17][CH:16]=C2C(O)=O)=[CH:10][CH:9]=1, predict the reaction product. The product is: [F:7][C:8]1[CH:9]=[CH:10][C:11]([C@@H:14]2[CH2:19][C:18](=[O:20])[NH:17][CH:16]=[C:1]2[C:2]([Cl:4])=[O:3])=[CH:12][CH:13]=1. (2) Given the reactants Cl[C:2]1[NH:3][C:4](=[O:12])[C:5]2[CH:10]=[CH:9][N:8]([CH3:11])[C:6]=2[N:7]=1.[N:13]1[CH:18]=[CH:17][C:16]([N:19]2[CH2:24][CH2:23][NH:22][CH2:21][CH2:20]2)=[CH:15][CH:14]=1.C(N(CC)C(C)C)(C)C, predict the reaction product. The product is: [CH3:11][N:8]1[C:6]2[N:7]=[C:2]([N:22]3[CH2:23][CH2:24][N:19]([C:16]4[CH:17]=[CH:18][N:13]=[CH:14][CH:15]=4)[CH2:20][CH2:21]3)[NH:3][C:4](=[O:12])[C:5]=2[CH:10]=[CH:9]1.